Dataset: Full USPTO retrosynthesis dataset with 1.9M reactions from patents (1976-2016). Task: Predict the reactants needed to synthesize the given product. (1) Given the product [C:1]([O:4][C@H:5]([C@H:9]1[O:14][CH2:13][CH2:12][N:11]([C:15]2[CH:16]=[C:17]([C:25]([F:26])([F:28])[F:27])[CH:18]=[C:19]([C:21]([F:24])([F:23])[F:22])[CH:20]=2)[C:10]1=[O:29])[C:6](=[O:7])[NH:30][C:31]1[CH:32]=[C:33]2[C:37](=[CH:38][CH:39]=1)[C:36](=[O:40])[NH:35][CH2:34]2)(=[O:3])[CH3:2], predict the reactants needed to synthesize it. The reactants are: [C:1]([O:4][C@H:5]([C@H:9]1[O:14][CH2:13][CH2:12][N:11]([C:15]2[CH:20]=[C:19]([C:21]([F:24])([F:23])[F:22])[CH:18]=[C:17]([C:25]([F:28])([F:27])[F:26])[CH:16]=2)[C:10]1=[O:29])[C:6](O)=[O:7])(=[O:3])[CH3:2].[NH2:30][C:31]1[CH:32]=[C:33]2[C:37](=[CH:38][CH:39]=1)[C:36](=[O:40])[NH:35][CH2:34]2. (2) Given the product [CH2:1]([O:3][C:4](=[O:20])[C:5]([OH:19])([C:22]([F:24])([F:23])[F:21])[CH2:6][C:7]([C:10]1[CH:15]=[CH:14][C:13]([CH3:16])=[CH:12][C:11]=1[O:17][CH3:18])([CH3:9])[CH3:8])[CH3:2], predict the reactants needed to synthesize it. The reactants are: [CH2:1]([O:3][C:4](=[O:20])[C:5](=[O:19])[CH2:6][C:7]([C:10]1[CH:15]=[CH:14][C:13]([CH3:16])=[CH:12][C:11]=1[O:17][CH3:18])([CH3:9])[CH3:8])[CH3:2].[F:21][C:22]([Si](C)(C)C)([F:24])[F:23].[F-].C([N+](CCCC)(CCCC)CCCC)CCC. (3) Given the product [C:1]([C:5]1[CH:10]=[CH:9][C:8]([C:11]2[CH:19]=[CH:18][CH:17]=[C:16]3[C:12]=2[CH2:13][CH:14]([CH2:21][C:22]2([CH2:28][CH3:29])[CH2:23][CH2:24][CH2:25][CH2:26][CH2:27]2)[C:15]3=[O:20])=[CH:7][CH:6]=1)([CH3:4])([CH3:3])[CH3:2], predict the reactants needed to synthesize it. The reactants are: [C:1]([C:5]1[CH:10]=[CH:9][C:8]([C:11]2[CH:19]=[CH:18][CH:17]=[C:16]3[C:12]=2[CH2:13][C:14](=[CH:21][C:22]2([CH2:28][CH3:29])[CH2:27][CH2:26][CH2:25][CH2:24][CH2:23]2)[C:15]3=[O:20])=[CH:7][CH:6]=1)([CH3:4])([CH3:3])[CH3:2].[H][H]. (4) Given the product [F:18][C:17]([F:19])([F:20])[C:12]1[CH:13]=[CH:14][CH:15]=[CH:16][C:11]=1[CH2:10][C:9]1[CH:8]=[C:7]([CH:23]=[CH:22][CH:21]=1)[NH2:4], predict the reactants needed to synthesize it. The reactants are: O.NN.[N+:4]([C:7]1[CH:8]=[C:9]([CH:21]=[CH:22][CH:23]=1)[CH2:10][C:11]1[CH:16]=[CH:15][CH:14]=[CH:13][C:12]=1[C:17]([F:20])([F:19])[F:18])([O-])=O. (5) Given the product [N:16]([CH2:19][CH:20]1[CH2:24][C:23]2[CH:25]=[C:26]([Cl:34])[CH:27]=[C:28]([CH:29]3[CH2:33][CH2:32][CH2:6][CH2:5][CH2:30]3)[C:22]=2[O:21]1)=[N+:17]=[N-:18], predict the reactants needed to synthesize it. The reactants are: S([C:5]1C=CC(C)=C[CH:6]=1)([O-])(=O)=O.[N-]=[N+]=[N-].[Na+].[N:16]([CH2:19][CH:20]1[CH2:24][C:23]2[CH:25]=[C:26]([Cl:34])[CH:27]=[C:28]([C:29]3[CH:33]=[CH:32]S[CH:30]=3)[C:22]=2[O:21]1)=[N+:17]=[N-:18].